This data is from Full USPTO retrosynthesis dataset with 1.9M reactions from patents (1976-2016). The task is: Predict the reactants needed to synthesize the given product. Given the product [CH2:13]([C:10]1([OH:12])[CH2:11][N:8]([C:1]([O:3][C:4]([CH3:7])([CH3:6])[CH3:5])=[O:2])[CH2:9]1)[C:14]1[CH:19]=[CH:18][CH:17]=[CH:16][CH:15]=1, predict the reactants needed to synthesize it. The reactants are: [C:1]([N:8]1[CH2:11][C:10](=[O:12])[CH2:9]1)([O:3][C:4]([CH3:7])([CH3:6])[CH3:5])=[O:2].[CH2:13]([Mg]Br)[C:14]1[CH:19]=[CH:18][CH:17]=[CH:16][CH:15]=1.